This data is from Catalyst prediction with 721,799 reactions and 888 catalyst types from USPTO. The task is: Predict which catalyst facilitates the given reaction. (1) Reactant: [F:1][C:2]1[CH:23]=[CH:22][C:5]([CH2:6][N:7]2[C:11]3=[CH:12][N:13]=[C:14]([C:16](O)=[O:17])[CH:15]=[C:10]3[C:9]([CH2:19][O:20][CH3:21])=[CH:8]2)=[CH:4][CH:3]=1.CN1CCOCC1.Cl.[CH3:32][NH:33][OH:34]. Product: [F:1][C:2]1[CH:23]=[CH:22][C:5]([CH2:6][N:7]2[C:11]3=[CH:12][N:13]=[C:14]([C:16]([N:33]([OH:34])[CH3:32])=[O:17])[CH:15]=[C:10]3[C:9]([CH2:19][O:20][CH3:21])=[CH:8]2)=[CH:4][CH:3]=1. The catalyst class is: 31. (2) Reactant: C[Si]([N-][Si](C)(C)C)(C)C.[K+].[CH3:11][C:12]1[NH:17][C:16]([CH3:18])=[C:15]([C:19]([O:21][CH3:22])=[O:20])[CH:14]([C:23]2[CH:24]=[CH:25][CH:26]=[CH:27][C:28]=2[N+:29]([O-:31])=[O:30])[C:13]=1[C:32]([O:34][CH3:35])=[O:33].Cl[C:37]([O:39][CH:40]([O:47][C:48](=[O:52])[CH:49]([CH3:51])[CH3:50])[C:41]([O:43][CH:44]([CH3:46])[CH3:45])=[O:42])=[O:38].[Cl-].[NH4+]. Product: [CH3:18][C:16]1[N:17]([C:37]([O:39][CH:40]([O:47][C:48](=[O:52])[CH:49]([CH3:51])[CH3:50])[C:41]([O:43][CH:44]([CH3:46])[CH3:45])=[O:42])=[O:38])[C:12]([CH3:11])=[C:13]([C:32]([O:34][CH3:35])=[O:33])[CH:14]([C:23]2[CH:24]=[CH:25][CH:26]=[CH:27][C:28]=2[N+:29]([O-:31])=[O:30])[C:15]=1[C:19]([O:21][CH3:22])=[O:20]. The catalyst class is: 247.